Dataset: Forward reaction prediction with 1.9M reactions from USPTO patents (1976-2016). Task: Predict the product of the given reaction. (1) Given the reactants [CH3:1][O:2][C:3]1[N:8]=[C:7]2[NH:9][CH:10]=[CH:11][C:6]2=[CH:5][CH:4]=1.[OH-].[Na+].[C:14]1([S:20](Cl)(=[O:22])=[O:21])[CH:19]=[CH:18][CH:17]=[CH:16][CH:15]=1, predict the reaction product. The product is: [C:14]1([S:20]([N:9]2[C:7]3=[N:8][C:3]([O:2][CH3:1])=[CH:4][CH:5]=[C:6]3[CH:11]=[CH:10]2)(=[O:22])=[O:21])[CH:19]=[CH:18][CH:17]=[CH:16][CH:15]=1. (2) Given the reactants [C:1]([O:4][CH:5]([C:9]1[CH:14]=[CH:13][CH:12]=[C:11]([Br:15])[CH:10]=1)[C:6]([OH:8])=[O:7])(=[O:3])[CH3:2].[C:16](OC(=N)C(Cl)(Cl)Cl)([CH3:19])([CH3:18])[CH3:17], predict the reaction product. The product is: [C:1]([O:4][CH:5]([C:9]1[CH:14]=[CH:13][CH:12]=[C:11]([Br:15])[CH:10]=1)[C:6]([O:8][C:16]([CH3:19])([CH3:18])[CH3:17])=[O:7])(=[O:3])[CH3:2].